Dataset: Full USPTO retrosynthesis dataset with 1.9M reactions from patents (1976-2016). Task: Predict the reactants needed to synthesize the given product. The reactants are: C1(COC2C(C3N(CC4C=CC(CCC(O)=O)=CC=4)C4C=C(F)C(F)=CC=4N=3)=CC=CN=2)CC1.[Cl:35][C:36]1[CH:41]=[CH:40][C:39]([C:42]2[N:46]([CH2:47][CH:48]3[CH2:53][CH2:52][CH2:51]C[CH2:49]3)[C:45]3[CH:54]=[C:55]([F:59])[C:56]([F:58])=[CH:57][C:44]=3[N:43]=2)=[C:38]([O:60][CH2:61]C2C=CC=CC=2Cl)[CH:37]=1.ICC1CCCC1. Given the product [Cl:35][C:36]1[CH:41]=[CH:40][C:39]([C:42]2[N:46]([CH2:47][CH:48]3[CH2:49][CH2:51][CH2:52][CH2:53]3)[C:45]3[CH:54]=[C:55]([F:59])[C:56]([F:58])=[CH:57][C:44]=3[N:43]=2)=[C:38]([O:60][CH3:61])[CH:37]=1, predict the reactants needed to synthesize it.